This data is from Full USPTO retrosynthesis dataset with 1.9M reactions from patents (1976-2016). The task is: Predict the reactants needed to synthesize the given product. (1) Given the product [Cl:20][C:21]1[C:29]2[C:24](=[CH:25][C:26]([C:30]([NH:19][C@H:7]([C:1]3[CH:2]=[CH:3][CH:4]=[CH:5][CH:6]=3)[CH2:8][O:9][CH2:10][CH2:11][CH2:12][N:13]3[CH2:14][CH2:15][CH2:16][CH2:17][CH2:18]3)=[O:31])=[CH:27][CH:28]=2)[NH:23][CH:22]=1, predict the reactants needed to synthesize it. The reactants are: [C:1]1([C@@H:7]([NH2:19])[CH2:8][O:9][CH2:10][CH2:11][CH2:12][N:13]2[CH2:18][CH2:17][CH2:16][CH2:15][CH2:14]2)[CH:6]=[CH:5][CH:4]=[CH:3][CH:2]=1.[Cl:20][C:21]1[C:29]2[C:24](=[CH:25][C:26]([C:30](O)=[O:31])=[CH:27][CH:28]=2)[NH:23][CH:22]=1. (2) Given the product [CH3:30][N:24]1[C:23]([CH2:22][N:4]2[CH2:5][CH2:6][N:1]([C:7]([O:9][C:10]([CH3:13])([CH3:12])[CH3:11])=[O:8])[CH2:2][CH2:3]2)=[CH:27][S:26]/[C:25]/1=[N:28]\[CH3:29], predict the reactants needed to synthesize it. The reactants are: [N:1]1([C:7]([O:9][C:10]([CH3:13])([CH3:12])[CH3:11])=[O:8])[CH2:6][CH2:5][NH:4][CH2:3][CH2:2]1.C(=O)([O-])[O-].[K+].[K+].Cl.Cl[CH2:22][C:23]1[N:24]([CH3:30])[C:25](=[N:28][CH3:29])[S:26][CH:27]=1. (3) Given the product [CH3:1][O:2][C:3]([C:5]1[N:6]=[C:7]([C:20]2[CH:25]=[CH:24][C:23]([C:26]([F:27])([F:29])[F:28])=[CH:22][CH:21]=2)[O:8][C:9]=1[C:10]1[CH:15]=[CH:14][C:13]([C:16](=[NH:19])[NH:17][O:18][C:39](=[O:41])[CH3:40])=[CH:12][CH:11]=1)=[O:4], predict the reactants needed to synthesize it. The reactants are: [CH3:1][O:2][C:3]([C:5]1[N:6]=[C:7]([C:20]2[CH:25]=[CH:24][C:23]([C:26]([F:29])([F:28])[F:27])=[CH:22][CH:21]=2)[O:8][C:9]=1[C:10]1[CH:15]=[CH:14][C:13]([C:16](=[NH:19])[NH:17][OH:18])=[CH:12][CH:11]=1)=[O:4].C(N(C(C)C)CC)(C)C.[C:39](Cl)(=[O:41])[CH3:40].